From a dataset of Forward reaction prediction with 1.9M reactions from USPTO patents (1976-2016). Predict the product of the given reaction. (1) Given the reactants [Cl:1][C:2]1[CH:20]=[CH:19][C:5]2[O:6][C:7]3[CH:18]=[CH:17][CH:16]=[CH:15][C:8]=3[C@H:9]3[CH2:13][NH:12][C:11](=O)[C@@H:10]3[C:4]=2[CH:3]=1.FC(F)(F)S(OS(C(F)(F)F)(=O)=O)(=O)=O.[BH4-].[Na+].Cl.C(=O)([O-])[O-].[Na+].[Na+], predict the reaction product. The product is: [ClH:1].[Cl:1][C:2]1[CH:20]=[CH:19][C:5]2[O:6][C:7]3[CH:18]=[CH:17][CH:16]=[CH:15][C:8]=3[C@H:9]3[CH2:13][NH:12][CH2:11][C@@H:10]3[C:4]=2[CH:3]=1. (2) Given the reactants [CH2:1]([O:3][C@@H:4]([CH2:17][C:18]1[CH:23]=[CH:22][C:21]([O:24][CH2:25][CH2:26][C:27]2[CH:32]=[CH:31][C:30]([O:33][S:34]([CH3:37])(=[O:36])=[O:35])=[CH:29][CH:28]=2)=[CH:20][CH:19]=1)[C:5](N[C@H](C1C=CC=CC=1)CO)=[O:6])[CH3:2].S(=O)(=O)(O)[OH:39].O1CCOCC1, predict the reaction product. The product is: [CH2:1]([O:3][C@@H:4]([CH2:17][C:18]1[CH:19]=[CH:20][C:21]([O:24][CH2:25][CH2:26][C:27]2[CH:28]=[CH:29][C:30]([O:33][S:34]([CH3:37])(=[O:35])=[O:36])=[CH:31][CH:32]=2)=[CH:22][CH:23]=1)[C:5]([OH:6])=[O:39])[CH3:2]. (3) Given the reactants [CH3:1][N:2]1[CH2:7][CH2:6][N:5]([CH2:8][C:9]2[CH:10]=[C:11](B(O)O)[CH:12]=[CH:13][CH:14]=2)[CH2:4][CH2:3]1.C([O-])([O-])=O.[Na+].[Na+].Br[C:25]1[CH:26]=[C:27]([C:31]2[CH:36]=[C:35]([NH:37][CH:38]3[CH2:40][CH2:39]3)[N:34]=[C:33]([C:41]3[CH:46]=[CH:45][CH:44]=[C:43]([CH3:47])[N:42]=3)[CH:32]=2)[CH:28]=[N:29][CH:30]=1.C(Cl)Cl, predict the reaction product. The product is: [CH:38]1([NH:37][C:35]2[N:34]=[C:33]([C:41]3[CH:46]=[CH:45][CH:44]=[C:43]([CH3:47])[N:42]=3)[CH:32]=[C:31]([C:27]3[CH:28]=[N:29][CH:30]=[C:25]([C:11]4[CH:12]=[CH:13][CH:14]=[C:9]([CH2:8][N:5]5[CH2:6][CH2:7][N:2]([CH3:1])[CH2:3][CH2:4]5)[CH:10]=4)[CH:26]=3)[CH:36]=2)[CH2:40][CH2:39]1. (4) Given the reactants [CH3:1][O:2][CH2:3]Cl.[N:5]1[NH:6][N:7]=[N:8][C:9]=1[C:10]1[CH:14]=[CH:13][S:12][C:11]=1[NH:15][C:16](=[O:26])[CH2:17][C:18]1[CH:23]=[CH:22][C:21]([O:24][CH3:25])=[CH:20][CH:19]=1.C(=O)([O-])[O-].[K+].[K+], predict the reaction product. The product is: [CH3:1][O:2][CH2:3][N:7]1[N:6]=[N:5][C:9]([C:10]2[CH:14]=[CH:13][S:12][C:11]=2[NH:15][C:16](=[O:26])[CH2:17][C:18]2[CH:23]=[CH:22][C:21]([O:24][CH3:25])=[CH:20][CH:19]=2)=[N:8]1.